From a dataset of Reaction yield outcomes from USPTO patents with 853,638 reactions. Predict the reaction yield, written as a fraction of the theoretical maximum amount of product (1.0 means a 100% yield; for example, 0.34 means a 34% yield). The reactants are Br[C:2]1[CH:7]=[CH:6][C:5]2[C:8]3[CH2:9][N:10]([C:15]([O:17][C:18]([CH3:21])([CH3:20])[CH3:19])=[O:16])[CH2:11][CH2:12][C:13]=3[O:14][C:4]=2[CH:3]=1.[Cl:22][C:23]1[CH:24]=[CH:25][C:26]([CH2:29][CH2:30][C:31]2[CH:36]=[CH:35][NH:34][C:33](=[O:37])[CH:32]=2)=[N:27][CH:28]=1. No catalyst specified. The product is [Cl:22][C:23]1[CH:24]=[CH:25][C:26]([CH2:29][CH2:30][C:31]2[CH:36]=[CH:35][N:34]([C:2]3[CH:7]=[CH:6][C:5]4[C:8]5[CH2:9][N:10]([C:15]([O:17][C:18]([CH3:21])([CH3:20])[CH3:19])=[O:16])[CH2:11][CH2:12][C:13]=5[O:14][C:4]=4[CH:3]=3)[C:33](=[O:37])[CH:32]=2)=[N:27][CH:28]=1. The yield is 0.880.